From a dataset of Forward reaction prediction with 1.9M reactions from USPTO patents (1976-2016). Predict the product of the given reaction. (1) Given the reactants [F:1][C:2]([F:8])([F:7])[S:3]([O-:6])(=[O:5])=[O:4].[F:9][C:10]1[CH:15]=[C:14]([C:16]([O:18]C)=[O:17])[CH:13]=[CH:12][C:11]=1[N+:20]([CH3:23])([CH3:22])[CH3:21].FC(F)(F)C(O)=O, predict the reaction product. The product is: [F:1][C:2]([F:8])([F:7])[S:3]([O-:6])(=[O:5])=[O:4].[C:16]([C:14]1[CH:13]=[CH:12][C:11]([N+:20]([CH3:22])([CH3:21])[CH3:23])=[C:10]([F:9])[CH:15]=1)([OH:18])=[O:17]. (2) Given the reactants [O:1]1[CH2:6][CH:5]=[C:4]([C:7]2[CH:12]=[CH:11][N:10]=[C:9]([F:13])[CH:8]=2)[CH2:3][CH2:2]1.[H][H], predict the reaction product. The product is: [F:13][C:9]1[CH:8]=[C:7]([CH:4]2[CH2:5][CH2:6][O:1][CH2:2][CH2:3]2)[CH:12]=[CH:11][N:10]=1.